From a dataset of Forward reaction prediction with 1.9M reactions from USPTO patents (1976-2016). Predict the product of the given reaction. (1) Given the reactants C([O:4][C@@H:5]1[C@H:12]2[C@H:8]([O:9][CH2:10][CH2:11]2)[O:7][CH2:6]1)(=O)C.C(=O)([O-])[O-].[K+].[K+], predict the reaction product. The product is: [O:7]1[C@H:8]2[O:9][CH2:10][CH2:11][C@H:12]2[C@@H:5]([OH:4])[CH2:6]1. (2) Given the reactants Cl.[F:2][C:3]1[CH:26]=[C:25]([F:27])[CH:24]=[CH:23][C:4]=1[CH2:5][N:6]1[C:14]2[CH2:13][CH2:12][NH:11][CH2:10][C:9]=2[C:8]([C:15]2[CH:16]=[C:17]([CH:20]=[CH:21][CH:22]=2)[C:18]#[N:19])=[N:7]1.C([O-])(O)=O.[Na+].[CH:33]1([C:36](Cl)=[O:37])[CH2:35][CH2:34]1, predict the reaction product. The product is: [CH:33]1([C:36]([N:11]2[CH2:12][CH2:13][C:14]3[N:6]([CH2:5][C:4]4[CH:23]=[CH:24][C:25]([F:27])=[CH:26][C:3]=4[F:2])[N:7]=[C:8]([C:15]4[CH:16]=[C:17]([CH:20]=[CH:21][CH:22]=4)[C:18]#[N:19])[C:9]=3[CH2:10]2)=[O:37])[CH2:35][CH2:34]1. (3) Given the reactants [Cl:1][C:2]1[CH:7]=[CH:6][C:5]([O:8][C:9]2[C:14]([F:15])=[CH:13][C:12]([CH2:16][CH2:17][O:18][C:19]3[NH:20][CH:21]=[C:22]([CH2:26][C:27]4[CH:28]=[N:29][CH:30]=[N:31][CH:32]=4)[C:23](=[O:25])[N:24]=3)=[CH:11][C:10]=2[F:33])=[CH:4][C:3]=1[C:34]([F:37])([F:36])[F:35].[CH3:38]CN(C(C)C)C(C)C.CI, predict the reaction product. The product is: [Cl:1][C:2]1[CH:7]=[CH:6][C:5]([O:8][C:9]2[C:14]([F:15])=[CH:13][C:12]([CH2:16][CH2:17][O:18][C:19]3[N:20]([CH3:38])[CH:21]=[C:22]([CH2:26][C:27]4[CH:32]=[N:31][CH:30]=[N:29][CH:28]=4)[C:23](=[O:25])[N:24]=3)=[CH:11][C:10]=2[F:33])=[CH:4][C:3]=1[C:34]([F:35])([F:36])[F:37]. (4) Given the reactants [NH2:1][CH:2]1[CH2:14][O:13][C:12]2[CH:11]=[CH:10][C:9]3[CH2:8][NH:7][C:6](=[O:15])[C:5]=3[C:4]=2[CH2:3]1.[F:16][C:17]1[CH:18]=[C:19]2[C:23](=[C:24]([F:26])[CH:25]=1)[NH:22][CH:21]=[C:20]2[CH2:27][CH2:28][CH:29]=O.C(O)(=O)C.[BH3-]C#N.[Na+], predict the reaction product. The product is: [F:16][C:17]1[CH:18]=[C:19]2[C:23](=[C:24]([F:26])[CH:25]=1)[NH:22][CH:21]=[C:20]2[CH2:27][CH2:28][CH2:29][NH:1][CH:2]1[CH2:14][O:13][C:12]2[CH:11]=[CH:10][C:9]3[CH2:8][NH:7][C:6](=[O:15])[C:5]=3[C:4]=2[CH2:3]1. (5) Given the reactants Cl[C:2]1[C:7]([C:8]2[CH:13]=[CH:12][CH:11]=[CH:10][CH:9]=2)=[CH:6][N:5]2[N:14]=[C:15]([CH:17]([CH3:19])[CH3:18])[N:16]=[C:4]2[N:3]=1.[CH:20]([C:22]1[CH:27]=[CH:26][C:25](B(O)O)=[CH:24][CH:23]=1)=[O:21].C(=O)([O-])[O-].[Na+].[Na+], predict the reaction product. The product is: [CH:17]([C:15]1[N:16]=[C:4]2[N:3]=[C:2]([C:25]3[CH:26]=[CH:27][C:22]([CH:20]=[O:21])=[CH:23][CH:24]=3)[C:7]([C:8]3[CH:13]=[CH:12][CH:11]=[CH:10][CH:9]=3)=[CH:6][N:5]2[N:14]=1)([CH3:19])[CH3:18]. (6) Given the reactants [NH2:1][C:2]1[CH:3]=[C:4]([OH:9])[CH:5]=[CH:6][C:7]=1[Cl:8].C(S[C:15](=[O:32])[CH:16]([CH2:20][C:21]1[CH:26]=[CH:25][C:24]([N:27]2[CH:31]=[CH:30][CH:29]=[N:28]2)=[CH:23][CH:22]=1)[C:17](=[O:19])[CH3:18])(C)(C)C, predict the reaction product. The product is: [Cl:8][C:7]1[CH:6]=[CH:5][C:4]([OH:9])=[CH:3][C:2]=1[NH:1][C:15](=[O:32])[CH:16]([CH2:20][C:21]1[CH:26]=[CH:25][C:24]([N:27]2[CH:31]=[CH:30][CH:29]=[N:28]2)=[CH:23][CH:22]=1)[C:17](=[O:19])[CH3:18].